This data is from Catalyst prediction with 721,799 reactions and 888 catalyst types from USPTO. The task is: Predict which catalyst facilitates the given reaction. Reactant: [CH3:1][C:2]([OH:7])([CH3:6])[CH2:3][CH2:4][OH:5].[C:8]1([CH3:18])[CH:13]=[CH:12][C:11]([S:14](Cl)(=[O:16])=[O:15])=[CH:10][CH:9]=1. Product: [CH3:18][C:8]1[CH:13]=[CH:12][C:11]([S:14]([O:5][CH2:4][CH2:3][C:2]([OH:7])([CH3:6])[CH3:1])(=[O:16])=[O:15])=[CH:10][CH:9]=1. The catalyst class is: 272.